From a dataset of Full USPTO retrosynthesis dataset with 1.9M reactions from patents (1976-2016). Predict the reactants needed to synthesize the given product. (1) Given the product [F:17][C:11]1[CH:12]=[CH:13][CH:14]=[C:15]([F:16])[C:10]=1[CH:7]1[NH:6][C:5]2[CH:18]=[CH:19][C:2]([C:28]3[CH:29]=[CH:30][C:31]([C:33]([F:34])([F:36])[F:35])=[CH:32][C:27]=3[CH3:26])=[CH:3][C:4]=2[O:9][CH2:8]1, predict the reactants needed to synthesize it. The reactants are: Br[C:2]1[CH:19]=[CH:18][C:5]2[NH:6][CH:7]([C:10]3[C:15]([F:16])=[CH:14][CH:13]=[CH:12][C:11]=3[F:17])[CH2:8][O:9][C:4]=2[CH:3]=1.C([O-])([O-])=O.[K+].[K+].[CH3:26][C:27]1[CH:32]=[C:31]([C:33]([F:36])([F:35])[F:34])[CH:30]=[CH:29][C:28]=1B(O)O. (2) Given the product [CH2:7]([CH:11]1[CH2:16][CH2:15][N:14]([CH2:18][CH2:19][CH2:20][N:21]2[C:30]3[C:25](=[CH:26][CH:27]=[CH:28][CH:29]=3)[CH2:24][CH2:23][C:22]2=[O:31])[CH2:13][CH2:12]1)[CH2:8][CH2:9][CH3:10], predict the reactants needed to synthesize it. The reactants are: C([O-])([O-])=O.[K+].[K+].[CH2:7]([CH:11]1[CH2:16][CH2:15][NH:14][CH2:13][CH2:12]1)[CH2:8][CH2:9][CH3:10].Cl[CH2:18][CH2:19][CH2:20][N:21]1[C:30]2[C:25](=[CH:26][CH:27]=[CH:28][CH:29]=2)[CH2:24][CH2:23][C:22]1=[O:31]. (3) The reactants are: [CH2:1]([N:8]1[CH2:13][CH2:12][N:11]([C:14]2[S:15][CH2:16][C:17](=[O:19])[N:18]=2)[CH2:10][CH2:9]1)[C:2]1[CH:7]=[CH:6][CH:5]=[CH:4][CH:3]=1.[F:20][S:21]([F:33])([F:32])([F:31])([F:30])[C:22]1[CH:29]=[CH:28][C:25]([CH:26]=O)=[CH:24][CH:23]=1.C([O-])(=O)C.[Na+]. Given the product [CH2:1]([N:8]1[CH2:13][CH2:12][N:11]([C:14]2[S:15][C:16](=[CH:26][C:25]3[CH:24]=[CH:23][C:22]([S:21]([F:32])([F:20])([F:30])([F:31])[F:33])=[CH:29][CH:28]=3)[C:17](=[O:19])[N:18]=2)[CH2:10][CH2:9]1)[C:2]1[CH:7]=[CH:6][CH:5]=[CH:4][CH:3]=1, predict the reactants needed to synthesize it. (4) Given the product [C:1]([O:5][C:6](=[O:14])[NH:7][C@H:8]1[CH2:12][C:11](=[O:13])[N:10]([C:16]2[CH:17]=[CH:18][C:19]3[O:24][CH2:23][C:22](=[O:25])[N:21]([CH2:26][O:27][CH3:28])[C:20]=3[CH:29]=2)[CH2:9]1)([CH3:4])([CH3:2])[CH3:3], predict the reactants needed to synthesize it. The reactants are: [C:1]([O:5][C:6](=[O:14])[NH:7][C@@H:8]1[CH2:12][C:11](=[O:13])[NH:10][CH2:9]1)([CH3:4])([CH3:3])[CH3:2].Br[C:16]1[CH:17]=[CH:18][C:19]2[O:24][CH2:23][C:22](=[O:25])[N:21]([CH2:26][O:27][CH3:28])[C:20]=2[CH:29]=1.C(=O)([O-])[O-].[K+].[K+].CNCCNC. (5) Given the product [CH3:27][O:28][C:29](=[O:36])[C@H:30]([CH2:32][CH2:33][S:34][CH3:35])[NH:31][C:3](=[O:2])[C:4]1[CH:9]=[CH:8][C:7]([CH2:10][O:11][C:12]2[CH:13]=[N:14][CH:15]=[CH:16][CH:17]=2)=[CH:6][C:5]=1[C:18]1[CH:23]=[CH:22][CH:21]=[CH:20][C:19]=1[CH3:24], predict the reactants needed to synthesize it. The reactants are: C[O:2][C:3](=O)[C:4]1[CH:9]=[CH:8][C:7]([CH2:10][O:11][C:12]2[CH:13]=[N:14][CH:15]=[CH:16][CH:17]=2)=[CH:6][C:5]=1[C:18]1[CH:23]=[CH:22][CH:21]=[CH:20][C:19]=1[CH3:24].Cl.[CH3:27][O:28][C:29](=[O:36])[C@H:30]([CH2:32][CH2:33][S:34][CH3:35])[NH2:31].